From a dataset of PAMPA (Parallel Artificial Membrane Permeability Assay) permeability data from NCATS. Regression/Classification. Given a drug SMILES string, predict its absorption, distribution, metabolism, or excretion properties. Task type varies by dataset: regression for continuous measurements (e.g., permeability, clearance, half-life) or binary classification for categorical outcomes (e.g., BBB penetration, CYP inhibition). Dataset: pampa_ncats. (1) The molecule is COCCNC(=O)[C@H]1C[C@@H](CN1CC2=CC3=C(C=C2)NC=C3)OC4=CC=CC=C4. The result is 1 (high permeability). (2) The drug is CCCN1CC2=C(NC1)N(C(=S)NC2=O)CCC3=C(C(=CC=C3)Cl)Cl. The result is 1 (high permeability). (3) The molecule is CC1=CC(=C(N1)C(=O)NC2=CC(=CC=C2)[S+](=O)(N3CCCC3)[O-])C. The result is 1 (high permeability). (4) The result is 1 (high permeability). The compound is CC(C)(C)OC(=O)N[C@@H](CC1=CC=C(C=C1)OS(=O)(=O)C2=CC=CC3=C2C=CN=C3)C(=O)N4CCCN(CC4)C(=O)OC(C)(C)C. (5) The compound is C1CN(CCN1C2=NC(=NC3=CC=CC=C32)C4=CC=CS4)S(=O)(=O)C5=CC6=CC=CC=C6C=C5. The result is 0 (low-to-moderate permeability).